This data is from Full USPTO retrosynthesis dataset with 1.9M reactions from patents (1976-2016). The task is: Predict the reactants needed to synthesize the given product. (1) Given the product [O:1]=[C:2]1[NH:8][CH2:7][CH2:6][N:5]([S:9]([C:12]2[CH:13]=[CH:14][C:15]([CH3:16])=[CH:17][CH:18]=2)(=[O:11])=[O:10])[CH:4]([CH2:19][C:20]([NH:40][C@H:36]2[C:37]3[C:32](=[CH:31][C:30]([CH2:29][N:23]4[CH2:28][CH2:27][CH2:26][CH2:25][CH2:24]4)=[CH:39][CH:38]=3)[CH2:33][CH2:34][CH2:35]2)=[O:21])[CH2:3]1, predict the reactants needed to synthesize it. The reactants are: [O:1]=[C:2]1[NH:8][CH2:7][CH2:6][N:5]([S:9]([C:12]2[CH:18]=[CH:17][C:15]([CH3:16])=[CH:14][CH:13]=2)(=[O:11])=[O:10])[CH:4]([CH2:19][C:20](O)=[O:21])[CH2:3]1.[N:23]1([CH2:29][C:30]2[CH:31]=[C:32]3[C:37](=[CH:38][CH:39]=2)[C@H:36]([NH2:40])[CH2:35][CH2:34][CH2:33]3)[CH2:28][CH2:27][CH2:26][CH2:25][CH2:24]1.C1C=CC2N(O)N=NC=2C=1.CCN=C=NCCCN(C)C. (2) Given the product [C:7]([C:1]1[CH:6]=[CH:5][CH:4]=[CH:3][CH:2]=1)(=[O:9])[CH3:8], predict the reactants needed to synthesize it. The reactants are: [C:1]1([C:7]([O:9][Si](C)(C)C)=[CH2:8])[CH:6]=[CH:5][CH:4]=[CH:3][CH:2]=1.ClC(F)(F)C([O-])=O.[Na+].